This data is from Forward reaction prediction with 1.9M reactions from USPTO patents (1976-2016). The task is: Predict the product of the given reaction. Given the reactants CS(O[CH2:6][CH2:7][CH:8]1[CH2:13][CH2:12][C:11]([N:20]([CH3:22])[CH3:21])([C:14]2[CH:15]=[N:16][CH:17]=[CH:18][CH:19]=2)[CH2:10][CH2:9]1)(=O)=O.[CH3:23][NH2:24], predict the reaction product. The product is: [CH3:21][N:20]([CH3:22])[C:11]1([C:14]2[CH:15]=[N:16][CH:17]=[CH:18][CH:19]=2)[CH2:12][CH2:13][CH:8]([CH2:7][CH2:6][NH:24][CH3:23])[CH2:9][CH2:10]1.